Dataset: NCI-60 drug combinations with 297,098 pairs across 59 cell lines. Task: Regression. Given two drug SMILES strings and cell line genomic features, predict the synergy score measuring deviation from expected non-interaction effect. (1) Drug 1: COC1=C2C(=CC3=C1OC=C3)C=CC(=O)O2. Drug 2: N.N.Cl[Pt+2]Cl. Cell line: LOX IMVI. Synergy scores: CSS=46.8, Synergy_ZIP=-3.20, Synergy_Bliss=1.40, Synergy_Loewe=-4.92, Synergy_HSA=5.90. (2) Drug 2: CC(C)(C#N)C1=CC(=CC(=C1)CN2C=NC=N2)C(C)(C)C#N. Cell line: SNB-75. Drug 1: CC12CCC3C(C1CCC2O)C(CC4=C3C=CC(=C4)O)CCCCCCCCCS(=O)CCCC(C(F)(F)F)(F)F. Synergy scores: CSS=0.0260, Synergy_ZIP=0.213, Synergy_Bliss=-0.767, Synergy_Loewe=-2.21, Synergy_HSA=-1.87. (3) Drug 1: CN(C)C1=NC(=NC(=N1)N(C)C)N(C)C. Drug 2: CC1C(C(CC(O1)OC2CC(CC3=C2C(=C4C(=C3O)C(=O)C5=CC=CC=C5C4=O)O)(C(=O)C)O)N)O. Cell line: M14. Synergy scores: CSS=36.5, Synergy_ZIP=0.740, Synergy_Bliss=-1.34, Synergy_Loewe=-47.7, Synergy_HSA=-3.71. (4) Drug 1: C1=CC=C(C=C1)NC(=O)CCCCCCC(=O)NO. Drug 2: C1CNP(=O)(OC1)N(CCCl)CCCl. Cell line: NCI-H522. Synergy scores: CSS=3.07, Synergy_ZIP=-0.111, Synergy_Bliss=0.196, Synergy_Loewe=-11.2, Synergy_HSA=-5.07. (5) Drug 1: CC1=CC=C(C=C1)C2=CC(=NN2C3=CC=C(C=C3)S(=O)(=O)N)C(F)(F)F. Drug 2: COC1=C2C(=CC3=C1OC=C3)C=CC(=O)O2. Cell line: COLO 205. Synergy scores: CSS=-4.79, Synergy_ZIP=4.12, Synergy_Bliss=3.03, Synergy_Loewe=-3.46, Synergy_HSA=-3.85.